Predict the reactants needed to synthesize the given product. From a dataset of Full USPTO retrosynthesis dataset with 1.9M reactions from patents (1976-2016). Given the product [CH3:53][N:52]([CH2:51][C:28]1[C:29]2[O:33][N:32]=[C:31]([CH2:34][CH2:35][CH:36]3[CH2:41][CH2:40][NH:39][CH2:38][CH2:37]3)[C:30]=2[CH:49]=[CH:50][C:27]=1[O:26][CH2:25][C@@H:20]1[CH2:21][CH2:22][CH2:23][CH2:24][C@H:19]1[OH:18])[CH3:54], predict the reactants needed to synthesize it. The reactants are: [Si]([O:18][C@@H:19]1[CH2:24][CH2:23][CH2:22][CH2:21][C@H:20]1[CH2:25][O:26][C:27]1[CH:50]=[CH:49][C:30]2[C:31]([CH2:34][CH2:35][CH:36]3[CH2:41][CH2:40][N:39](C(OC(C)(C)C)=O)[CH2:38][CH2:37]3)=[N:32][O:33][C:29]=2[C:28]=1[CH2:51][N:52]([CH3:54])[CH3:53])(C(C)(C)C)(C1C=CC=CC=1)C1C=CC=CC=1.Cl.F.[OH-].[Na+].